This data is from Catalyst prediction with 721,799 reactions and 888 catalyst types from USPTO. The task is: Predict which catalyst facilitates the given reaction. Reactant: [NH2:1][C:2]1[CH:3]=[C:4]([CH2:8][OH:9])[CH:5]=[CH:6][CH:7]=1.[C:10]([Si:14](Cl)([CH3:16])[CH3:15])([CH3:13])([CH3:12])[CH3:11].CN(C=O)C.C(N(CC)CC)C. Product: [Si:14]([O:9][CH2:8][C:4]1[CH:3]=[C:2]([CH:7]=[CH:6][CH:5]=1)[NH2:1])([C:10]([CH3:13])([CH3:12])[CH3:11])([CH3:16])[CH3:15]. The catalyst class is: 850.